From a dataset of Catalyst prediction with 721,799 reactions and 888 catalyst types from USPTO. Predict which catalyst facilitates the given reaction. (1) Reactant: [C:1]([O:5][C:6](=[O:20])[C:7]([S:10][C:11]1[S:12][CH:13]=[C:14]([CH2:16][C:17]([OH:19])=O)[N:15]=1)([CH3:9])[CH3:8])([CH3:4])([CH3:3])[CH3:2].[NH2:21][C:22]1[CH:27]=[CH:26][C:25]([Br:28])=[CH:24][N:23]=1.CN(C)CCCN=C=NCC. Product: [C:1]([O:5][C:6](=[O:20])[C:7]([S:10][C:11]1[S:12][CH:13]=[C:14]([CH2:16][C:17]([NH:21][C:22]2[CH:27]=[CH:26][C:25]([Br:28])=[CH:24][N:23]=2)=[O:19])[N:15]=1)([CH3:8])[CH3:9])([CH3:2])([CH3:3])[CH3:4]. The catalyst class is: 112. (2) The catalyst class is: 29. Product: [C:19]([O:18][C:16](=[O:17])[NH:15][CH2:14][CH2:13][CH2:12][C@H:11]([NH2:10])[C:23]([NH:25][CH2:26][C@@H:27]([NH:39][C:40]([O:42][C:43]([CH3:46])([CH3:45])[CH3:44])=[O:41])[CH2:28][CH2:29][CH2:30][NH:31][C:32]([O:34][C:35]([CH3:38])([CH3:36])[CH3:37])=[O:33])=[O:24])([CH3:20])([CH3:21])[CH3:22]. Reactant: C(OC(=O)[NH:10][C@H:11]([C:23]([NH:25][CH2:26][C@@H:27]([NH:39][C:40]([O:42][C:43]([CH3:46])([CH3:45])[CH3:44])=[O:41])[CH2:28][CH2:29][CH2:30][NH:31][C:32]([O:34][C:35]([CH3:38])([CH3:37])[CH3:36])=[O:33])=[O:24])[CH2:12][CH2:13][CH2:14][NH:15][C:16]([O:18][C:19]([CH3:22])([CH3:21])[CH3:20])=[O:17])C1C=CC=CC=1. (3) Reactant: [Br:1][C:2]1[CH:29]=[N:28][C:5]2=[N:6][C:7]([N:15]3[CH2:18][CH:17]([N:19]([CH3:27])[C:20](=[O:26])[O:21][C:22]([CH3:25])([CH3:24])[CH3:23])[CH2:16]3)=[C:8]([NH:10][C@H:11]([CH3:14])[CH2:12]O)[N:9]=[C:4]2[CH:3]=1.CS(Cl)(=O)=O. Product: [Br:1][C:2]1[CH:29]=[N:28][C:5]2[N:6]=[C:7]([N:15]3[CH2:18][CH:17]([N:19]([CH3:27])[C:20](=[O:26])[O:21][C:22]([CH3:24])([CH3:23])[CH3:25])[CH2:16]3)[C:8]3[N:9]([CH2:12][C@@H:11]([CH3:14])[N:10]=3)[C:4]=2[CH:3]=1. The catalyst class is: 2. (4) Reactant: [Cl:1][C:2]1[CH:3]=[C:4]([CH2:9][N:10]2[C:14]([CH3:15])=[C:13]([C:16]([NH:18][C:19]3[S:23][C:22](C(OCC)=O)=[N:21][N:20]=3)=[O:17])[N:12]=[N:11]2)[CH:5]=[CH:6][C:7]=1[Cl:8].[OH-].[Na+]. Product: [Cl:1][C:2]1[CH:3]=[C:4]([CH2:9][N:10]2[C:14]([CH3:15])=[C:13]([C:16]([NH:18][C:19]3[S:23][CH:22]=[N:21][N:20]=3)=[O:17])[N:12]=[N:11]2)[CH:5]=[CH:6][C:7]=1[Cl:8]. The catalyst class is: 8.